Dataset: CYP2C19 inhibition data for predicting drug metabolism from PubChem BioAssay. Task: Regression/Classification. Given a drug SMILES string, predict its absorption, distribution, metabolism, or excretion properties. Task type varies by dataset: regression for continuous measurements (e.g., permeability, clearance, half-life) or binary classification for categorical outcomes (e.g., BBB penetration, CYP inhibition). Dataset: cyp2c19_veith. (1) The drug is Cc1ccc(-c2cc(N)n(-c3ccc(C)cc3)n2)cc1. The result is 1 (inhibitor). (2) The compound is O=C1C=CC(=O)c2c1ccc1c2ccc2ccccc21. The result is 1 (inhibitor).